From a dataset of Experimentally validated miRNA-target interactions with 360,000+ pairs, plus equal number of negative samples. Binary Classification. Given a miRNA mature sequence and a target amino acid sequence, predict their likelihood of interaction. The miRNA is hsa-miR-548ac with sequence CAAAAACCGGCAAUUACUUUUG. The protein sequence of the target gene is MILLAVLFLCFISSYSASVKGHTTGLSLNNDRLYKLTYSTEVLLDRGKGKLQDSVGYRISSNVDVALLWRNPDGDDDQLIQITMKDVNVENVNQQRGEKSIFKGKSPSKIMGKENLEALQRPTLLHLIHGKVKEFYSYQNEAVAIENIKRGLASLFQTQLSSGTTNEVDISGNCKVTYQAHQDKVIKIKALDSCKIARSGFTTPNQVLGVSSKATSVTTYKIEDSFVIAVLAEETHNFGLNFLQTIKGKIVSKQKLELKTTEAGPRLMSGKQAAAIIKAVDSKYTAIPIVGQVFQSHCKG.... Result: 0 (no interaction).